This data is from Catalyst prediction with 721,799 reactions and 888 catalyst types from USPTO. The task is: Predict which catalyst facilitates the given reaction. (1) Reactant: [C:1]([C:3]1[C:4]([CH2:9][N:10]2[C:19](=[O:20])[C:18]3[N:17]([CH2:21][C:22]#[C:23][CH3:24])[C:16](Br)=[N:15][C:14]=3[N:13]([CH3:26])[C:11]2=[O:12])=[N:5][CH:6]=[CH:7][CH:8]=1)#[N:2].C([C@H]([C@@H](C(O)=O)O)O)(O)=O.[C:37]1(=[O:53])[N:41]([CH:42]2[CH2:47][CH2:46][CH2:45][NH:44][CH2:43]2)[C:40](=[O:48])[C:39]2=[CH:49][CH:50]=[CH:51][CH:52]=[C:38]12.CN1CCCC1=O.C(N(C(C)C)CC)(C)C. Product: [C:1]([C:3]1[C:4]([CH2:9][N:10]2[C:19](=[O:20])[C:18]3[N:17]([CH2:21][C:22]#[C:23][CH3:24])[C:16]([N:44]4[CH2:45][CH2:46][CH2:47][C@@H:42]([N:41]5[C:40](=[O:48])[C:39]6=[CH:49][CH:50]=[CH:51][CH:52]=[C:38]6[C:37]5=[O:53])[CH2:43]4)=[N:15][C:14]=3[N:13]([CH3:26])[C:11]2=[O:12])=[N:5][CH:6]=[CH:7][CH:8]=1)#[N:2]. The catalyst class is: 24. (2) Reactant: [CH2:1]([O:8][C@H:9]1[C@H:15]([O:16][CH2:17][C:18]2[CH:23]=[CH:22][CH:21]=[CH:20][CH:19]=2)[C@@H:14]([O:24][CH2:25][C:26]2[CH:31]=[CH:30][CH:29]=[CH:28][CH:27]=2)[C@:13]2([C:33]3[CH:38]=[CH:37][C:36]([Cl:39])=[C:35]([CH2:40][C:41]4[CH:46]=[CH:45][C:44]([O:47][CH2:48][CH3:49])=[CH:43][CH:42]=4)[CH:34]=3)[O:32][C@@:10]1([CH:50]([OH:52])[CH3:51])[CH2:11][O:12]2)[C:2]1[CH:7]=[CH:6][CH:5]=[CH:4][CH:3]=1.Cl[C:54]([O:56][CH2:57][CH3:58])=[O:55].C(N(CC)CC)C. Product: [C:54](=[O:55])([O:52][CH:50]([C@:10]12[O:32][C@:13]([C:33]3[CH:38]=[CH:37][C:36]([Cl:39])=[C:35]([CH2:40][C:41]4[CH:42]=[CH:43][C:44]([O:47][CH2:48][CH3:49])=[CH:45][CH:46]=4)[CH:34]=3)([O:12][CH2:11]1)[C@H:14]([O:24][CH2:25][C:26]1[CH:31]=[CH:30][CH:29]=[CH:28][CH:27]=1)[C@@H:15]([O:16][CH2:17][C:18]1[CH:19]=[CH:20][CH:21]=[CH:22][CH:23]=1)[C@@H:9]2[O:8][CH2:1][C:2]1[CH:7]=[CH:6][CH:5]=[CH:4][CH:3]=1)[CH3:51])[O:56][CH2:57][CH3:58]. The catalyst class is: 4. (3) Reactant: C([O:8][CH2:9][CH2:10][N:11]1[C:19]2[C:14](=[CH:15][CH:16]=[C:17]([C:20]([O:22][CH3:23])=[O:21])[CH:18]=2)[C:13]([CH:24]2[CH2:29][CH2:28][CH2:27][CH2:26][CH2:25]2)=[C:12]1[C:30]1[C:31]([O:36]CC2C=CC=CC=2)=[N:32][CH:33]=[CH:34][CH:35]=1)C1C=CC=CC=1. Product: [CH:24]1([C:13]2[C:14]3[C:19](=[CH:18][C:17]([C:20]([O:22][CH3:23])=[O:21])=[CH:16][CH:15]=3)[N:11]([CH2:10][CH2:9][OH:8])[C:12]=2[C:30]2[C:31]([OH:36])=[N:32][CH:33]=[CH:34][CH:35]=2)[CH2:29][CH2:28][CH2:27][CH2:26][CH2:25]1. The catalyst class is: 78. (4) Reactant: C(N(CC)CC)C.[CH:8]([N:21]1[CH2:24][CH:23]([OH:25])[CH2:22]1)([C:15]1[CH:20]=[CH:19][CH:18]=[CH:17][CH:16]=1)[C:9]1[CH:14]=[CH:13][CH:12]=[CH:11][CH:10]=1.[CH3:26][S:27](Cl)(=[O:29])=[O:28].O. Product: [CH3:26][S:27]([O:25][CH:23]1[CH2:24][N:21]([CH:8]([C:15]2[CH:20]=[CH:19][CH:18]=[CH:17][CH:16]=2)[C:9]2[CH:10]=[CH:11][CH:12]=[CH:13][CH:14]=2)[CH2:22]1)(=[O:29])=[O:28]. The catalyst class is: 2. (5) Reactant: [C:1]([C:4]1[C:12]2[C:7](=[CH:8][CH:9]=[C:10]([OH:13])[CH:11]=2)[N:6]([CH2:14][C:15]([O:17][C:18]([CH3:21])([CH3:20])[CH3:19])=[O:16])[CH:5]=1)(=[O:3])[CH3:2].[Br:22][C:23]1[CH:24]=[N:25][C:26](F)=[N:27][CH:28]=1.C([O-])([O-])=O.[Cs+].[Cs+].C1(P(C2C=CC=CC=2)C2C3OC4C(=CC=CC=4P(C4C=CC=CC=4)C4C=CC=CC=4)C(C)(C)C=3C=CC=2)C=CC=CC=1. Product: [C:1]([C:4]1[C:12]2[C:7](=[CH:8][CH:9]=[C:10]([O:13][C:26]3[N:27]=[CH:28][C:23]([Br:22])=[CH:24][N:25]=3)[CH:11]=2)[N:6]([CH2:14][C:15]([O:17][C:18]([CH3:21])([CH3:20])[CH3:19])=[O:16])[CH:5]=1)(=[O:3])[CH3:2]. The catalyst class is: 533. (6) Reactant: [C:1]([NH:4][C:5]1[C:21]([NH2:22])=[CH:20][CH:19]=[CH:18][C:6]=1[O:7][CH2:8][CH2:9][CH2:10][CH2:11][CH2:12][C:13]([O:15][CH2:16][CH3:17])=[O:14])(=[O:3])[CH3:2].Br[CH2:24][C:25]1[CH:30]=[CH:29][C:28]([O:31][CH2:32][CH2:33][CH2:34][CH2:35][CH3:36])=[CH:27][C:26]=1[Cl:37].C(=O)([O-])[O-].[K+].[K+]. Product: [C:1]([NH:4][C:5]1[C:21]([NH:22][CH2:24][C:25]2[CH:30]=[CH:29][C:28]([O:31][CH2:32][CH2:33][CH2:34][CH2:35][CH3:36])=[CH:27][C:26]=2[Cl:37])=[CH:20][CH:19]=[CH:18][C:6]=1[O:7][CH2:8][CH2:9][CH2:10][CH2:11][CH2:12][C:13]([O:15][CH2:16][CH3:17])=[O:14])(=[O:3])[CH3:2]. The catalyst class is: 9. (7) Reactant: [C-:1]#[N:2].[K+].Cl[CH2:5][C:6]([CH3:31])([OH:30])[CH2:7][N:8]1[CH:12]=[C:11]([C:13]2[CH:18]=[C:17]([CH3:19])[CH:16]=[C:15]([NH:20][C:21]3[CH:26]=[C:25]([CH:27]([F:29])[F:28])[CH:24]=[CH:23][N:22]=3)[N:14]=2)[N:10]=[N:9]1.[I-].[Na+]. Product: [F:28][CH:27]([F:29])[C:25]1[CH:24]=[CH:23][N:22]=[C:21]([NH:20][C:15]2[N:14]=[C:13]([C:11]3[N:10]=[N:9][N:8]([CH2:7][C:6]([OH:30])([CH3:31])[CH2:5][C:1]#[N:2])[CH:12]=3)[CH:18]=[C:17]([CH3:19])[CH:16]=2)[CH:26]=1. The catalyst class is: 18.